Dataset: Retrosynthesis with 50K atom-mapped reactions and 10 reaction types from USPTO. Task: Predict the reactants needed to synthesize the given product. (1) Given the product CCOC(=O)[C@H](CCc1ccccc1)N[C@@H](C)C(=O)N1[C@H](C(=O)O)C[C@H]2CCCC[C@@H]21, predict the reactants needed to synthesize it. The reactants are: CCOC(=O)[C@H](CCc1ccccc1)N[C@@H](C)C(=O)Cl.O=C(O)[C@@H]1C[C@H]2CCCC[C@@H]2N1. (2) Given the product OCCCCCCCCCCCN1CCCCC1, predict the reactants needed to synthesize it. The reactants are: C1CCNCC1.OCCCCCCCCCCCBr. (3) Given the product N#Cc1nn(-c2c(Cl)cc(C(F)(F)F)cc2Cl)c(N)c1-c1ccccc1C(F)(F)F, predict the reactants needed to synthesize it. The reactants are: N#Cc1nn(-c2c(Cl)cc(C(F)(F)F)cc2Cl)c(N)c1I.OB(O)c1ccccc1C(F)(F)F. (4) Given the product Brc1ccc(Cn2cnnn2)cc1, predict the reactants needed to synthesize it. The reactants are: BrCc1ccc(Br)cc1.c1nnn[nH]1. (5) Given the product O=C(O)C(OC1CCOCC1)c1ccc(S(=O)(=O)C2CC2)cc1, predict the reactants needed to synthesize it. The reactants are: CCOC(=O)C(OC1CCOCC1)c1ccc(S(=O)(=O)C2CC2)cc1.